Dataset: Catalyst prediction with 721,799 reactions and 888 catalyst types from USPTO. Task: Predict which catalyst facilitates the given reaction. (1) Reactant: [CH:1]1([C:4]2[N:8]=[C:7]([C:9]3[C:10]4[CH2:18][CH2:17][CH:16]([F:19])[CH2:15][C:11]=4[S:12][C:13]=3[NH2:14])[O:6][N:5]=2)[CH2:3][CH2:2]1.[C:20]12[C:29](=[O:30])[O:28][C:26](=[O:27])[C:21]=1[CH2:22][CH2:23][CH2:24][CH2:25]2. Product: [CH:1]1([C:4]2[N:8]=[C:7]([C:9]3[C:10]4[CH2:18][CH2:17][CH:16]([F:19])[CH2:15][C:11]=4[S:12][C:13]=3[NH:14][C:29]([C:20]3[CH2:25][CH2:24][CH2:23][CH2:22][C:21]=3[C:26]([OH:28])=[O:27])=[O:30])[O:6][N:5]=2)[CH2:3][CH2:2]1. The catalyst class is: 61. (2) Reactant: C(/C(=C\C1C=CC=C(OCC2C=CC=CC=2)C=1)/[C:4]([O:6][CH2:7][CH3:8])=[O:5])C.CC[C@H]1[C@H]2C[C@H]([C@H](OC3[C:57]4[C:52](=[CH:53][CH:54]=[CH:55][CH:56]=4)[C:51]([O:58][C@H:59]([C:70]4C=CN=[C:76]5[C:71]=4[CH:72]=[C:73]([O:80]C)[CH:74]=[CH:75]5)[C@@H:60]4N5C[C@H](CC)[C@@H](CC5)C4)=NN=3)C3C=CN=C4C=3C=C(OC)C=C4)N(CC2)C1.CC([OH:86])(C)C. Product: [CH2:51]([O:58][C:59]1[CH:60]=[C:75]([C@@H:74]([OH:86])[C@:73]([OH:80])([CH3:72])[C:4]([O:6][CH2:7][CH3:8])=[O:5])[CH:76]=[CH:71][CH:70]=1)[C:52]1[CH:53]=[CH:54][CH:55]=[CH:56][CH:57]=1. The catalyst class is: 6. (3) Reactant: IC.[CH2:3]([NH:10][CH2:11][C:12]([C:15]1[CH:20]=[CH:19][C:18]([NH:21][C:22](=[O:33])[C:23]2[CH:28]=[CH:27][C:26]([O:29][CH3:30])=[C:25]([O:31][CH3:32])[CH:24]=2)=[CH:17][CH:16]=1)([CH3:14])[CH3:13])[C:4]1[CH:9]=[CH:8][CH:7]=[CH:6][CH:5]=1.[C:34]([O-])(O)=O.[Na+]. Product: [CH2:3]([N:10]([CH3:34])[CH2:11][C:12]([C:15]1[CH:20]=[CH:19][C:18]([NH:21][C:22](=[O:33])[C:23]2[CH:28]=[CH:27][C:26]([O:29][CH3:30])=[C:25]([O:31][CH3:32])[CH:24]=2)=[CH:17][CH:16]=1)([CH3:14])[CH3:13])[C:4]1[CH:9]=[CH:8][CH:7]=[CH:6][CH:5]=1. The catalyst class is: 10. (4) Reactant: [CH3:1][O:2][C:3]1[CH:23]=[C:22]([O:24][CH3:25])[CH:21]=[CH:20][C:4]=1[CH2:5][NH:6][C:7]1[C:16]2[C:11](=[C:12]([C:17](O)=[O:18])[CH:13]=[CH:14][CH:15]=2)[N:10]=[CH:9][N:8]=1.[NH2:26][C:27]1[C:28]([F:43])=[C:29]([NH:34][S:35]([N:38]2[CH2:42][CH2:41][CH2:40][CH2:39]2)(=[O:37])=[O:36])[CH:30]=[CH:31][C:32]=1[F:33].CN(C(ON1N=NC2C=CC=NC1=2)=[N+](C)C)C.F[P-](F)(F)(F)(F)F.C(N(C(C)C)C(C)C)C. Product: [F:43][C:28]1[C:29]([NH:34][S:35]([N:38]2[CH2:39][CH2:40][CH2:41][CH2:42]2)(=[O:37])=[O:36])=[CH:30][CH:31]=[C:32]([F:33])[C:27]=1[NH:26][C:17]([C:12]1[CH:13]=[CH:14][CH:15]=[C:16]2[C:11]=1[N:10]=[CH:9][N:8]=[C:7]2[NH:6][CH2:5][C:4]1[CH:20]=[CH:21][C:22]([O:24][CH3:25])=[CH:23][C:3]=1[O:2][CH3:1])=[O:18]. The catalyst class is: 31. (5) Reactant: Cl[C:2]1[NH:6][C:5]2[CH:7]=[CH:8][C:9]([N+:11]([O-:13])=[O:12])=[CH:10][C:4]=2[N:3]=1.ClC1NC2C=CC=CC=2N=1.[CH:24]([C:27]1[CH:33]=[CH:32][CH:31]=[CH:30][C:28]=1[NH2:29])([CH3:26])[CH3:25]. Product: [CH:24]([C:27]1[CH:33]=[CH:32][CH:31]=[CH:30][C:28]=1[NH:29][C:2]1[NH:6][C:5]2[CH:7]=[CH:8][C:9]([N+:11]([O-:13])=[O:12])=[CH:10][C:4]=2[N:3]=1)([CH3:26])[CH3:25]. The catalyst class is: 179. (6) Reactant: [C:1]1([C:7]2[C:12]([C:13]3[CH:18]=[CH:17][CH:16]=[CH:15][CH:14]=3)=[CH:11][CH:10]=[CH:9][N+:8]=2[O-])[CH:6]=[CH:5][CH:4]=[CH:3][CH:2]=1.P(Cl)(Cl)([Cl:22])=O. Product: [Cl:22][C:9]1[N:8]=[C:7]([C:1]2[CH:6]=[CH:5][CH:4]=[CH:3][CH:2]=2)[C:12]([C:13]2[CH:18]=[CH:17][CH:16]=[CH:15][CH:14]=2)=[CH:11][CH:10]=1. The catalyst class is: 6. (7) Reactant: [O:1]1[CH2:6][CH2:5][CH:4]([CH:7]=[O:8])[CH2:3][CH2:2]1.[CH3:9][O:10][C:11]1[CH:12]=[C:13]([Mg]Cl)[CH:14]=[C:15]([O:17][CH3:18])[CH:16]=1.Cl. Product: [CH3:9][O:10][C:11]1[CH:12]=[C:13]([CH:7]([CH:4]2[CH2:5][CH2:6][O:1][CH2:2][CH2:3]2)[OH:8])[CH:14]=[C:15]([O:17][CH3:18])[CH:16]=1. The catalyst class is: 7.